Predict the reaction yield, written as a fraction of the theoretical maximum amount of product (1.0 means a 100% yield; for example, 0.34 means a 34% yield). From a dataset of Reaction yield outcomes from USPTO patents with 853,638 reactions. (1) The reactants are [Br:1][C:2]1[CH:3]=[CH:4][C:5]2[C:11]3[S:12][C:13]([C:15](=[N:24][NH2:25])[NH:16][C:17]4[CH:22]=[CH:21][CH:20]=[CH:19][C:18]=4[Cl:23])=[CH:14][C:10]=3[CH2:9][CH2:8][O:7][C:6]=2[CH:26]=1.[N:27]#[C:28]Br. The catalyst is CO. The product is [Br:1][C:2]1[CH:3]=[CH:4][C:5]2[C:11]3[S:12][C:13]([C:15]4[N:16]([C:17]5[CH:22]=[CH:21][CH:20]=[CH:19][C:18]=5[Cl:23])[C:28]([NH2:27])=[N:25][N:24]=4)=[CH:14][C:10]=3[CH2:9][CH2:8][O:7][C:6]=2[CH:26]=1. The yield is 0.210. (2) The reactants are [H-].[Al+3].[Li+].[H-].[H-].[H-].[OH:7][CH2:8][C:9]([CH3:28])([CH3:27])[CH2:10][CH2:11][CH2:12][CH2:13][CH:14]([CH2:18][CH2:19][CH2:20][CH2:21][C:22]([CH3:26])([CH3:25])[CH2:23][OH:24])[C:15](O)=[O:16].O.Cl. The catalyst is C1COCC1. The product is [OH:16][CH2:15][CH:14]([CH2:18][CH2:19][CH2:20][CH2:21][C:22]([CH3:26])([CH3:25])[CH2:23][OH:24])[CH2:13][CH2:12][CH2:11][CH2:10][C:9]([CH3:28])([CH3:27])[CH2:8][OH:7]. The yield is 0.860. (3) The reactants are [OH-].[K+].[C:3]([C:5]1[CH:6]=[C:7]([C:16]2[N:20]([CH3:21])[N:19]=[CH:18][C:17]=2[CH3:22])[C:8]([CH3:15])=[C:9]([CH:14]=1)[C:10]([O:12]C)=[O:11])#[N:4].Cl. The catalyst is CO. The product is [C:3]([C:5]1[CH:6]=[C:7]([C:16]2[N:20]([CH3:21])[N:19]=[CH:18][C:17]=2[CH3:22])[C:8]([CH3:15])=[C:9]([CH:14]=1)[C:10]([OH:12])=[O:11])#[N:4]. The yield is 0.750. (4) The reactants are [CH2:1]([C:8]#[N:9])[C:2]1[CH:7]=[CH:6][CH:5]=[CH:4][CH:3]=1.[NH2:10][OH:11].ON=C(N)C1C=CC=CC=1. The catalyst is CCO. The product is [OH:11][N:10]=[C:8]([NH2:9])[CH2:1][C:2]1[CH:7]=[CH:6][CH:5]=[CH:4][CH:3]=1. The yield is 0.819.